Regression/Classification. Given a drug SMILES string, predict its toxicity properties. Task type varies by dataset: regression for continuous values (e.g., LD50, hERG inhibition percentage) or binary classification for toxic/non-toxic outcomes (e.g., AMES mutagenicity, cardiotoxicity, hepatotoxicity). Dataset: herg_karim. From a dataset of hERG potassium channel inhibition data for cardiac toxicity prediction from Karim et al.. (1) The compound is CC(C)(C1CCN(C(=O)c2cc(F)ccc2S(C)(=O)=O)CC1)S(=O)(=O)c1cccc(C(F)(F)F)c1. The result is 0 (non-blocker). (2) The molecule is Fc1ccc(CN2CCC(Oc3ncnc4c3ccn4Cc3ccccc3)CC2)nc1. The result is 1 (blocker). (3) The compound is Fc1cccc(F)c1-c1ccc2[nH]nc(-c3cncc(O[C@H]4CNCCC45CC5)n3)c2c1. The result is 1 (blocker). (4) The drug is CCN1CCN(c2cc3[nH]c(C(=O)C4(C)CCC(NC(=O)OC)CC4)nc3cc2C)CC1. The result is 1 (blocker). (5) The compound is CC(C)c1nc(Nc2cc(NCCN)nnc2C(N)=O)ccc1F. The result is 1 (blocker).